Task: Predict which catalyst facilitates the given reaction.. Dataset: Catalyst prediction with 721,799 reactions and 888 catalyst types from USPTO (1) Reactant: [CH3:1][C:2]1[C:7]([CH3:8])=[C:6]([N+:9]([O-:11])=[O:10])[CH:5]=[CH:4][N+:3]=1[O-].P(Cl)(Cl)Cl.O.[OH-].[Na+]. Product: [CH3:1][C:2]1[C:7]([CH3:8])=[C:6]([N+:9]([O-:11])=[O:10])[CH:5]=[CH:4][N:3]=1. The catalyst class is: 2. (2) Reactant: C([N:4]1[CH2:26][CH2:25][C:7]2[N:8]([CH2:16][CH:17]([C:19]3[CH:20]=[N:21][CH:22]=[CH:23][CH:24]=3)[OH:18])[C:9]3[CH:10]=[CH:11][C:12]([Cl:15])=[CH:13][C:14]=3[C:6]=2[CH2:5]1)C=C.CN1C(=O)CC(=O)N(C)C1=O. Product: [Cl:15][C:12]1[CH:11]=[CH:10][C:9]2[N:8]([CH2:16][CH:17]([C:19]3[CH:20]=[N:21][CH:22]=[CH:23][CH:24]=3)[OH:18])[C:7]3[CH2:25][CH2:26][NH:4][CH2:5][C:6]=3[C:14]=2[CH:13]=1. The catalyst class is: 532. (3) Reactant: [CH3:1][O:2][C:3]1[CH:4]=[C:5]([CH:8]=[CH:9][C:10]=1[O:11][CH3:12])[CH:6]=O.C([O-])(=O)C.[NH4+].[N+:18]([CH3:21])([O-:20])=[O:19]. Product: [CH3:12][O:11][C:10]1[CH:9]=[CH:8][C:5](/[CH:6]=[CH:21]/[N+:18]([O-:20])=[O:19])=[CH:4][C:3]=1[O:2][CH3:1]. The catalyst class is: 15. (4) Reactant: [I:1]N1C(C)(C)C(=O)N(I)C1=O.[CH3:12][C:13]([NH:19][C:20]([C:22]1[CH:31]=[CH:30][CH:29]=[CH:28][C:23]=1[C:24]([O:26][CH3:27])=[O:25])=[O:21])([CH3:18])[CH2:14][S:15]([CH3:17])=[O:16].CN1CCCC1=O. Product: [I:1][C:31]1[C:22]([C:20]([NH:19][C:13]([CH3:12])([CH3:18])[CH2:14][S:15]([CH3:17])=[O:16])=[O:21])=[C:23]([CH:28]=[CH:29][CH:30]=1)[C:24]([O:26][CH3:27])=[O:25]. The catalyst class is: 713. (5) Reactant: C(N(CC)CC)C.[NH2:8][C@H:9]([CH3:33])[CH2:10][N:11]([CH2:24][CH2:25][C:26]1[CH:31]=[CH:30][CH:29]=[CH:28][C:27]=1[Cl:32])[S:12]([C:15]1[CH:20]=[CH:19][CH:18]=[CH:17][C:16]=1[N+:21]([O-:23])=[O:22])(=[O:14])=[O:13].[CH:34]1[C:43]2[C:38](=[CH:39][C:40]([S:44](Cl)(=[O:46])=[O:45])=[CH:41][CH:42]=2)[CH:37]=[CH:36][N:35]=1. Product: [Cl:32][C:27]1[CH:28]=[CH:29][CH:30]=[CH:31][C:26]=1[CH2:25][CH2:24][N:11]([CH2:10][C@H:9]([NH:8][S:44]([C:40]1[CH:39]=[C:38]2[C:43](=[CH:42][CH:41]=1)[CH:34]=[N:35][CH:36]=[CH:37]2)(=[O:45])=[O:46])[CH3:33])[S:12]([C:15]1[CH:20]=[CH:19][CH:18]=[CH:17][C:16]=1[N+:21]([O-:23])=[O:22])(=[O:13])=[O:14]. The catalyst class is: 4. (6) Reactant: Cl.[OH:2][NH2:3].C([O-])(=O)C.[Na+].O=[C:10]1[CH2:15][CH2:14][CH:13]([C:16]([O:18][CH2:19][CH3:20])=[O:17])[CH2:12][CH2:11]1. Product: [OH:2][N:3]=[C:10]1[CH2:15][CH2:14][CH:13]([C:16]([O:18][CH2:19][CH3:20])=[O:17])[CH2:12][CH2:11]1. The catalyst class is: 6. (7) Reactant: Cl.[F:2][C:3]([F:32])([F:31])[C:4]1[N:9]=[CH:8][C:7]([N:10]2[CH2:15][CH2:14][CH2:13][C@H:12]([NH:16][C@@H:17]3[CH2:22][CH2:21][CH2:20][CH2:19][C@H:18]3[NH:23]C(=O)OC(C)(C)C)[CH2:11]2)=[CH:6][N:5]=1. Product: [F:32][C:3]([F:2])([F:31])[C:4]1[N:9]=[CH:8][C:7]([N:10]2[CH2:15][CH2:14][CH2:13][C@H:12]([NH:16][C@@H:17]3[CH2:22][CH2:21][CH2:20][CH2:19][C@H:18]3[NH2:23])[CH2:11]2)=[CH:6][N:5]=1. The catalyst class is: 169.